Dataset: Reaction yield outcomes from USPTO patents with 853,638 reactions. Task: Predict the reaction yield, written as a fraction of the theoretical maximum amount of product (1.0 means a 100% yield; for example, 0.34 means a 34% yield). (1) The reactants are [CH3:1][C:2]1[N:3]=[CH:4][S:5][CH:6]=1.[Br:7][CH2:8][C:9]([OH:11])=[O:10].C(O)C. The catalyst is CC(C)=O. The product is [Br-:7].[C:9]([CH2:8][N+:3]1[C:2]([CH3:1])=[CH:6][S:5][CH:4]=1)([OH:11])=[O:10]. The yield is 0.720. (2) The reactants are [CH2:1]([C:5]1[CH:10]=[CH:9][C:8]([N:11]2[C:19]3[C:14](=[CH:15][CH:16]=[CH:17][CH:18]=3)[C:13]([CH:20]=[O:21])=[C:12]2[Cl:22])=[CH:7][CH:6]=1)[CH2:2][CH2:3][CH3:4].[NH:23]1[CH2:28][CH2:27][NH:26][CH2:25][CH2:24]1.Cl. No catalyst specified. The product is [ClH:22].[CH2:1]([C:5]1[CH:10]=[CH:9][C:8]([N:11]2[C:19]3[C:14](=[CH:15][CH:16]=[CH:17][CH:18]=3)[C:13]([CH:20]=[O:21])=[C:12]2[N:23]2[CH2:28][CH2:27][NH:26][CH2:25][CH2:24]2)=[CH:7][CH:6]=1)[CH2:2][CH2:3][CH3:4]. The yield is 0.460. (3) The reactants are [CH3:1][S:2]([O:5][C:6]1[CH:11]=[C:10]([C:12]2([C:20]3[CH:25]=[CH:24][C:23]([F:26])=[C:22]([Br:27])[CH:21]=3)[C:16](=[O:17])[N:15]([CH3:18])[C:14](=S)[NH:13]2)[CH:9]=[CH:8][C:7]=1[CH2:28][CH3:29])(=[O:4])=[O:3].[OH-].[NH4+:31].C(OO)(C)(C)C. The catalyst is CO.O. The product is [CH3:1][S:2]([O:5][C:6]1[CH:11]=[C:10]([C:12]2([C:20]3[CH:25]=[CH:24][C:23]([F:26])=[C:22]([Br:27])[CH:21]=3)[C:16](=[O:17])[N:15]([CH3:18])[C:14]([NH2:31])=[N:13]2)[CH:9]=[CH:8][C:7]=1[CH2:28][CH3:29])(=[O:4])=[O:3]. The yield is 1.00. (4) The reactants are [F:1][C:2]1([F:32])[CH2:10][CH2:9][CH2:8][C:7]2[N:6]([C:11]3[CH:16]=[CH:15][CH:14]=[C:13]([C:17]#[C:18][C@:19]4([OH:26])[CH2:23][CH2:22][N:21]([CH3:24])[C:20]4=[O:25])[CH:12]=3)[N:5]=[C:4]([C:27]([O:29]CC)=O)[C:3]1=2.[NH3:33]. The catalyst is CO. The product is [F:32][C:2]1([F:1])[CH2:10][CH2:9][CH2:8][C:7]2[N:6]([C:11]3[CH:16]=[CH:15][CH:14]=[C:13]([C:17]#[C:18][C@:19]4([OH:26])[CH2:23][CH2:22][N:21]([CH3:24])[C:20]4=[O:25])[CH:12]=3)[N:5]=[C:4]([C:27]([NH2:33])=[O:29])[C:3]1=2. The yield is 0.210. (5) The reactants are [N:1]1[CH:6]=[CH:5][N:4]=[CH:3][C:2]=1[C:7]1[N:11]2[CH2:12][CH2:13][N:14]([C:16]([O:18][CH2:19][CH2:20][Si:21]([CH3:24])([CH3:23])[CH3:22])=[O:17])[CH2:15][C:10]2=[N:9][N:8]=1.C(Cl)(Cl)Cl.CC#N.I([O-])(=O)(=O)=[O:33].[Na+]. The catalyst is O.O.[Ru](=O)=O. The product is [O:33]=[C:15]1[N:14]([C:16]([O:18][CH2:19][CH2:20][Si:21]([CH3:24])([CH3:23])[CH3:22])=[O:17])[CH2:13][CH2:12][N:11]2[C:7]([C:2]3[CH:3]=[N:4][CH:5]=[CH:6][N:1]=3)=[N:8][N:9]=[C:10]12. The yield is 0.630. (6) The reactants are CS(O[CH2:6][CH2:7][CH2:8][C:9]([F:15])([F:14])[C:10]([F:13])([F:12])[F:11])(=O)=O.[I-:16].[Na+].CC(C)=O. The catalyst is O. The product is [F:14][C:9]([F:15])([C:10]([F:13])([F:12])[F:11])[CH2:8][CH2:7][CH2:6][I:16]. The yield is 0.670. (7) The reactants are [H-].[Al+3].[Li+].[H-].[H-].[H-].C([O:9][C:10](=O)/[CH:11]=[CH:12]/[C:13]1[CH:18]=[CH:17][C:16]([Br:19])=[CH:15][C:14]=1[O:20][C:21]([F:24])([F:23])[F:22])C. The catalyst is CCOCC. The product is [Br:19][C:16]1[CH:17]=[CH:18][C:13]([CH2:12][CH2:11][CH2:10][OH:9])=[C:14]([O:20][C:21]([F:22])([F:23])[F:24])[CH:15]=1. The yield is 0.430.